From a dataset of Full USPTO retrosynthesis dataset with 1.9M reactions from patents (1976-2016). Predict the reactants needed to synthesize the given product. Given the product [N:40]1[CH:41]=[CH:42][CH:43]=[C:38]([N:35]2[C:31]3=[N:32][CH:33]=[N:34][C:29]([NH:27][N:28]=[CH:49][C:48]4[CH:51]=[CH:52][C:45]([F:44])=[CH:46][CH:47]=4)=[C:30]3[CH:37]=[N:36]2)[CH:39]=1, predict the reactants needed to synthesize it. The reactants are: COC1N=C(N2C3=NC=NC(NN=CC4C=CN=CC=4)=C3C=N2)C=CC=1.[NH:27]([C:29]1[N:34]=[CH:33][N:32]=[C:31]2[N:35]([C:38]3[CH:39]=[N:40][CH:41]=[CH:42][CH:43]=3)[N:36]=[CH:37][C:30]=12)[NH2:28].[F:44][C:45]1[CH:52]=[CH:51][C:48]([CH:49]=O)=[CH:47][CH:46]=1.